From a dataset of Forward reaction prediction with 1.9M reactions from USPTO patents (1976-2016). Predict the product of the given reaction. (1) Given the reactants [C:1]1([C:7]([C:9]2[CH:14]=[CH:13][CH:12]=[CH:11][CH:10]=2)=[CH2:8])[CH:6]=[CH:5][CH:4]=[CH:3][CH:2]=1.[Br:15]Br, predict the reaction product. The product is: [C:1]1([C:7]([C:9]2[CH:10]=[CH:11][CH:12]=[CH:13][CH:14]=2)=[CH:8][Br:15])[CH:6]=[CH:5][CH:4]=[CH:3][CH:2]=1. (2) Given the reactants C([O:8][C:9]1[CH:10]=[C:11]2[C:16](=[CH:17][CH:18]=1)[C:15](=[O:19])[N:14]([CH2:20][CH:21]([CH3:23])[CH3:22])[C:13]([CH2:24][NH:25][C:26](=[O:32])[O:27][C:28]([CH3:31])([CH3:30])[CH3:29])=[C:12]2[C:33]1[CH:38]=[CH:37][C:36]([F:39])=[CH:35][CH:34]=1)C1C=CC=CC=1, predict the reaction product. The product is: [F:39][C:36]1[CH:35]=[CH:34][C:33]([C:12]2[C:11]3[C:16](=[CH:17][CH:18]=[C:9]([OH:8])[CH:10]=3)[C:15](=[O:19])[N:14]([CH2:20][CH:21]([CH3:23])[CH3:22])[C:13]=2[CH2:24][NH:25][C:26](=[O:32])[O:27][C:28]([CH3:29])([CH3:31])[CH3:30])=[CH:38][CH:37]=1.